From a dataset of HIV replication inhibition screening data with 41,000+ compounds from the AIDS Antiviral Screen. Binary Classification. Given a drug SMILES string, predict its activity (active/inactive) in a high-throughput screening assay against a specified biological target. (1) The compound is O=C(O)CCNC(=O)OCc1ccccc1. The result is 0 (inactive). (2) The compound is OCC1OCOC2COCOC12. The result is 0 (inactive). (3) The compound is O=C(Nc1ccccc1)C1CC=C2CCC3OC(=O)C1C23. The result is 0 (inactive). (4) The drug is O=Cc1c(-c2ccccc2)nc2sc(-c3ccc4c(c3)OCO4)nn12. The result is 0 (inactive). (5) The compound is COc1cc(N=[N+]2c3ccccc3C(=O)[OH+][Mo]2(=O)=O)cc2c1[OH+][Mo](=O)(=O)[N+]([N-]C(N)=S)=C2. The result is 0 (inactive). (6) The compound is C1CSCCSCCSCCS1. The result is 0 (inactive). (7) The drug is COc1cc(C)c(Cc2cnc(N)nc2N)cc1OC. The result is 0 (inactive). (8) The drug is O=C1NCC2(CCNCC2)N1. The result is 0 (inactive). (9) The compound is COc1ccc(C2=NOP(c3ccccc3)(c3ccccc3)(c3ccccc3)C2)cc1. The result is 0 (inactive).